This data is from Acute oral toxicity (LD50) regression data from Zhu et al.. The task is: Regression/Classification. Given a drug SMILES string, predict its toxicity properties. Task type varies by dataset: regression for continuous values (e.g., LD50, hERG inhibition percentage) or binary classification for toxic/non-toxic outcomes (e.g., AMES mutagenicity, cardiotoxicity, hepatotoxicity). Dataset: ld50_zhu. (1) The compound is CCCCCCCCCCCC(=O)OCC(O)CO. The rat oral LD50 is 0.786, given as -log10 of the dose in mol/kg body weight (higher means more acutely toxic). (2) The drug is CCCCCC(CO)CCC. The rat oral LD50 is 1.37, given as -log10 of the dose in mol/kg body weight (higher means more acutely toxic). (3) The compound is CN(C)P(=O)(OP(=O)(N(C)C)N(C)C)N(C)C. The rat oral LD50 is 4.76, given as -log10 of the dose in mol/kg body weight (higher means more acutely toxic). (4) The compound is CCCCCC(=O)c1ccc(N)cc1. The rat oral LD50 is 2.95, given as -log10 of the dose in mol/kg body weight (higher means more acutely toxic).